From a dataset of Full USPTO retrosynthesis dataset with 1.9M reactions from patents (1976-2016). Predict the reactants needed to synthesize the given product. (1) Given the product [Br:1][C:14]1[S:13][C:12]([C:20](=[NH:24])[N:21]([CH3:22])[CH3:23])=[C:11]([C:9]#[N:10])[C:15]=1[Si:16]([CH3:19])([CH3:17])[CH3:18], predict the reactants needed to synthesize it. The reactants are: [Br:1]N1C(=O)CCC1=O.[C:9]([C:11]1[C:15]([Si:16]([CH3:19])([CH3:18])[CH3:17])=[CH:14][S:13][C:12]=1[C:20](=[NH:24])[N:21]([CH3:23])[CH3:22])#[N:10]. (2) Given the product [CH2:1]([N:5]1[C:14]2[C:9](=[CH:10][CH:11]=[C:12]([C:15]([O:17][CH3:18])=[O:16])[CH:13]=2)[N:8]([C:27]([O:29][C:30]([CH3:33])([CH3:32])[CH3:31])=[O:28])[CH2:7][C:6]1=[O:19])[CH2:2][CH2:3][CH3:4], predict the reactants needed to synthesize it. The reactants are: [CH2:1]([N:5]1[C:14]2[C:9](=[CH:10][CH:11]=[C:12]([C:15]([O:17][CH3:18])=[O:16])[CH:13]=2)[NH:8][CH2:7][C:6]1=[O:19])[CH2:2][CH2:3][CH3:4].C(N(CC)CC)C.[C:27](O[C:27]([O:29][C:30]([CH3:33])([CH3:32])[CH3:31])=[O:28])([O:29][C:30]([CH3:33])([CH3:32])[CH3:31])=[O:28].